Dataset: Reaction yield outcomes from USPTO patents with 853,638 reactions. Task: Predict the reaction yield, written as a fraction of the theoretical maximum amount of product (1.0 means a 100% yield; for example, 0.34 means a 34% yield). (1) The reactants are [Br:1][C:2]1[C:3]([N:12]2[CH2:17][CH2:16][N:15]([CH2:18][C:19]3[N:20]=[C:21]([CH:24]([CH3:26])[CH3:25])[S:22][CH:23]=3)[CH2:14][CH2:13]2)=[C:4]([N+:9]([O-])=O)[C:5]([NH2:8])=[N:6][CH:7]=1.CCO.[O:30]1[CH2:35][CH2:34][N:33]([CH2:36][C:37]2[CH:44]=[CH:43][C:40]([CH:41]=O)=[CH:39][CH:38]=2)[CH2:32][CH2:31]1.[O-]S(S([O-])=O)=O.[Na+].[Na+]. The catalyst is C(Cl)Cl.N.CN(C=O)C. The product is [Br:1][C:2]1[C:3]([N:12]2[CH2:17][CH2:16][N:15]([CH2:18][C:19]3[N:20]=[C:21]([CH:24]([CH3:26])[CH3:25])[S:22][CH:23]=3)[CH2:14][CH2:13]2)=[C:4]2[N:9]=[C:41]([C:40]3[CH:39]=[CH:38][C:37]([CH2:36][N:33]4[CH2:34][CH2:35][O:30][CH2:31][CH2:32]4)=[CH:44][CH:43]=3)[NH:8][C:5]2=[N:6][CH:7]=1. The yield is 0.390. (2) The reactants are [NH2:1][C:2]1[CH:7]=[CH:6][C:5]([OH:8])=[CH:4][CH:3]=1.C(N(CC)CC)C.[C:16](Cl)(=[O:23])[C:17]1[CH:22]=[CH:21][CH:20]=[CH:19][CH:18]=1. The catalyst is CN(C=O)C. The product is [OH:8][C:5]1[CH:6]=[CH:7][C:2]([NH:1][C:16](=[O:23])[C:17]2[CH:22]=[CH:21][CH:20]=[CH:19][CH:18]=2)=[CH:3][CH:4]=1. The yield is 0.960. (3) The reactants are [CH3:1][O:2][C:3]1[CH:4]=[C:5]([C:19](=O)[CH3:20])[CH:6]=[CH:7][C:8]=1[O:9][CH2:10][C:11]1[CH:12]=[N:13][C:14]([O:17][CH3:18])=[CH:15][CH:16]=1.C(=O)([O-])[O-].[K+].[K+].S(O)(O)(=O)=O.[NH2:33][OH:34]. The catalyst is CO.O. The product is [CH3:1][O:2][C:3]1[CH:4]=[C:5]([C:19](=[N:33][OH:34])[CH3:20])[CH:6]=[CH:7][C:8]=1[O:9][CH2:10][C:11]1[CH:12]=[N:13][C:14]([O:17][CH3:18])=[CH:15][CH:16]=1. The yield is 0.960.